This data is from Catalyst prediction with 721,799 reactions and 888 catalyst types from USPTO. The task is: Predict which catalyst facilitates the given reaction. Reactant: [C:1]([N:4]1[C:13]2[C:8](=[CH:9][C:10]([C:14]3[CH:22]=[CH:21][C:17]([C:18](O)=[O:19])=[CH:16][CH:15]=3)=[CH:11][CH:12]=2)[C@H:7]([NH:23][C:24]2[CH:29]=[CH:28][C:27]([Cl:30])=[CH:26][CH:25]=2)[CH2:6][C@@H:5]1[CH3:31])(=[O:3])[CH3:2].C1C=CC2N(O)N=[N:38]C=2C=1.N.C(Cl)CCl.C(N1CCOCC1)C.CCN=C=NCCCN(C)C. Product: [C:1]([N:4]1[C:13]2[C:8](=[CH:9][C:10]([C:14]3[CH:15]=[CH:16][C:17]([C:18]([NH2:38])=[O:19])=[CH:21][CH:22]=3)=[CH:11][CH:12]=2)[C@H:7]([NH:23][C:24]2[CH:29]=[CH:28][C:27]([Cl:30])=[CH:26][CH:25]=2)[CH2:6][C@@H:5]1[CH3:31])(=[O:3])[CH3:2]. The catalyst class is: 4.